Dataset: Full USPTO retrosynthesis dataset with 1.9M reactions from patents (1976-2016). Task: Predict the reactants needed to synthesize the given product. Given the product [CH2:3]([N:10]1[CH2:11][CH2:12][C:13]2([CH2:16][N:15]([C:32](=[O:33])[CH2:31][N:28]3[CH2:29][CH2:30][C:26]([C:23]4[CH:24]=[CH:25][C:20]([F:19])=[CH:21][CH:22]=4)([C:36]4[CH:37]=[CH:38][C:39]([F:42])=[CH:40][CH:41]=4)[C:27]3=[O:35])[CH2:14]2)[CH2:17][CH2:18]1)[C:4]1[CH:5]=[CH:6][CH:7]=[CH:8][CH:9]=1, predict the reactants needed to synthesize it. The reactants are: Cl.Cl.[CH2:3]([N:10]1[CH2:18][CH2:17][C:13]2([CH2:16][NH:15][CH2:14]2)[CH2:12][CH2:11]1)[C:4]1[CH:9]=[CH:8][CH:7]=[CH:6][CH:5]=1.[F:19][C:20]1[CH:25]=[CH:24][C:23]([C:26]2([C:36]3[CH:41]=[CH:40][C:39]([F:42])=[CH:38][CH:37]=3)[CH2:30][CH2:29][N:28]([CH2:31][C:32](O)=[O:33])[C:27]2=[O:35])=[CH:22][CH:21]=1.C(N=C=NCCCN(C)C)C.CN1CCOCC1.